From a dataset of Full USPTO retrosynthesis dataset with 1.9M reactions from patents (1976-2016). Predict the reactants needed to synthesize the given product. (1) Given the product [NH2:15][C:16]1[CH:21]=[CH:20][C:19]([S:22][C:2]2[CH:7]=[CH:6][C:5]([CH2:8][C:9]([O:11][CH2:12][CH3:13])=[O:10])=[CH:4][CH:3]=2)=[CH:18][CH:17]=1, predict the reactants needed to synthesize it. The reactants are: I[C:2]1[CH:7]=[CH:6][C:5]([CH2:8][C:9]([O:11][CH2:12][CH3:13])=[O:10])=[CH:4][CH:3]=1.[BH4-].[NH2:15][C:16]1[CH:21]=[CH:20][C:19]([S:22][S:22][C:19]2[CH:20]=[CH:21][C:16]([NH2:15])=[CH:17][CH:18]=2)=[CH:18][CH:17]=1. (2) Given the product [CH3:28][O:27][C:20]1[CH:21]=[N:22][C:23]2[C:18]([N:19]=1)=[C:17]([NH:16][C:15]([CH:11]1[CH2:12][CH2:13][CH2:14][CH:9]([CH2:8][NH2:7])[CH2:10]1)=[O:29])[CH:26]=[CH:25][CH:24]=2, predict the reactants needed to synthesize it. The reactants are: C(OC(=O)[NH:7][CH2:8][CH:9]1[CH2:14][CH2:13][CH2:12][CH:11]([C:15](=[O:29])[NH:16][C:17]2[CH:26]=[CH:25][CH:24]=[C:23]3[C:18]=2[N:19]=[C:20]([O:27][CH3:28])[CH:21]=[N:22]3)[CH2:10]1)(C)(C)C.B(F)(F)F.CCOCC. (3) Given the product [CH2:12]([N:8]1[CH2:9][CH2:10][C:5]2([C:1](=[O:11])[NH:2][CH2:3][CH2:4]2)[CH2:6][CH2:7]1)[C:13]1[CH:18]=[CH:17][CH:16]=[CH:15][CH:14]=1, predict the reactants needed to synthesize it. The reactants are: [C:1]1(=[O:11])[C:5]2([CH2:10][CH2:9][NH:8][CH2:7][CH2:6]2)[CH2:4][CH2:3][NH:2]1.[CH:12](=O)[C:13]1[CH:18]=[CH:17][CH:16]=[CH:15][CH:14]=1.C(O[BH-](OC(=O)C)OC(=O)C)(=O)C.[Na+]. (4) Given the product [C:11]([O:15][C:16]([N:18]1[CH:22]=[C:21]([C:8]2[S:9][C:4]3[CH:3]=[C:2]([Br:1])[O:6][C:5]=3[CH:7]=2)[N:20]=[C:19]1[C@@H:36]1[CH2:40][CH2:39][CH2:38][N:37]1[C:41]([O:43][C:44]([CH3:47])([CH3:46])[CH3:45])=[O:42])=[O:17])([CH3:14])([CH3:13])[CH3:12], predict the reactants needed to synthesize it. The reactants are: [Br:1][C:2]1[O:6][C:5]2[CH:7]=[C:8](Br)[S:9][C:4]=2[CH:3]=1.[C:11]([O:15][C:16]([N:18]1[C:22]([Sn](CCCC)(CCCC)CCCC)=[CH:21][N:20]=[C:19]1[C@@H:36]1[CH2:40][CH2:39][CH2:38][N:37]1[C:41]([O:43][C:44]([CH3:47])([CH3:46])[CH3:45])=[O:42])=[O:17])([CH3:14])([CH3:13])[CH3:12].C(OC(N1CCC[C@H]1C1NC(C2SC3C=C(C4C=CC(C5NC([C@@H]6CCCN6C(=O)[C@@H](NC(OC)=O)C(C)C)=NC=5)=CC=4)SC=3C=2)=CN=1)=O)(C)(C)C. (5) The reactants are: Br[C:2]1[CH:7]=[CH:6][N:5]=[C:4]([NH2:8])[C:3]=1[NH2:9].[O:10]1[CH2:15][CH2:14][N:13]([C:16]2[CH:24]=[CH:23][C:19]([C:20](O)=O)=[CH:18][CH:17]=2)[CH2:12][CH2:11]1.O=P(Cl)(Cl)[Cl:27]. Given the product [Cl:27][C:2]1[CH:7]=[CH:6][N:5]=[C:4]2[NH:8][C:20]([C:19]3[CH:23]=[CH:24][C:16]([N:13]4[CH2:14][CH2:15][O:10][CH2:11][CH2:12]4)=[CH:17][CH:18]=3)=[N:9][C:3]=12, predict the reactants needed to synthesize it. (6) Given the product [OH:19][C:16]1[CH:17]=[CH:18][C:12]2[C:11]([C:20]([NH2:21])=[O:22])=[C:10]([NH:9][C:8]([NH:35][CH2:34][CH2:33][C:29]3[S:28][CH:32]=[CH:31][CH:30]=3)=[O:23])[S:14][C:13]=2[CH:15]=1, predict the reactants needed to synthesize it. The reactants are: C1(O[C:8](=[O:23])[NH:9][C:10]2[S:14][C:13]3[CH:15]=[C:16]([OH:19])[CH:17]=[CH:18][C:12]=3[C:11]=2[C:20](=[O:22])[NH2:21])C=CC=CC=1.CS(C)=O.[S:28]1[CH:32]=[CH:31][CH:30]=[C:29]1[CH2:33][CH2:34][NH2:35].Cl.